This data is from NCI-60 drug combinations with 297,098 pairs across 59 cell lines. The task is: Regression. Given two drug SMILES strings and cell line genomic features, predict the synergy score measuring deviation from expected non-interaction effect. (1) Drug 1: CC(C1=C(C=CC(=C1Cl)F)Cl)OC2=C(N=CC(=C2)C3=CN(N=C3)C4CCNCC4)N. Drug 2: C1=NC(=NC(=O)N1C2C(C(C(O2)CO)O)O)N. Cell line: NCI-H460. Synergy scores: CSS=22.5, Synergy_ZIP=-2.84, Synergy_Bliss=3.90, Synergy_Loewe=-0.416, Synergy_HSA=4.02. (2) Drug 1: C1CCN(CC1)CCOC2=CC=C(C=C2)C(=O)C3=C(SC4=C3C=CC(=C4)O)C5=CC=C(C=C5)O. Drug 2: CN1CCC(CC1)COC2=C(C=C3C(=C2)N=CN=C3NC4=C(C=C(C=C4)Br)F)OC. Cell line: BT-549. Synergy scores: CSS=-3.39, Synergy_ZIP=2.02, Synergy_Bliss=2.40, Synergy_Loewe=-1.47, Synergy_HSA=-1.05. (3) Drug 1: C1=CC(=CC=C1CC(C(=O)O)N)N(CCCl)CCCl.Cl. Drug 2: CCCS(=O)(=O)NC1=C(C(=C(C=C1)F)C(=O)C2=CNC3=C2C=C(C=N3)C4=CC=C(C=C4)Cl)F. Cell line: SN12C. Synergy scores: CSS=5.89, Synergy_ZIP=-2.38, Synergy_Bliss=1.42, Synergy_Loewe=-9.69, Synergy_HSA=-0.949. (4) Drug 1: C#CCC(CC1=CN=C2C(=N1)C(=NC(=N2)N)N)C3=CC=C(C=C3)C(=O)NC(CCC(=O)O)C(=O)O. Drug 2: CN(C(=O)NC(C=O)C(C(C(CO)O)O)O)N=O. Cell line: ACHN. Synergy scores: CSS=-2.05, Synergy_ZIP=1.60, Synergy_Bliss=-0.422, Synergy_Loewe=-2.79, Synergy_HSA=-3.13. (5) Drug 1: C1=CC=C(C=C1)NC(=O)CCCCCCC(=O)NO. Drug 2: C1CN(P(=O)(OC1)NCCCl)CCCl. Cell line: NCI/ADR-RES. Synergy scores: CSS=2.45, Synergy_ZIP=-0.115, Synergy_Bliss=1.09, Synergy_Loewe=-8.50, Synergy_HSA=-2.92. (6) Drug 2: C1=C(C(=O)NC(=O)N1)F. Synergy scores: CSS=50.1, Synergy_ZIP=0.543, Synergy_Bliss=-0.0500, Synergy_Loewe=5.25, Synergy_HSA=7.11. Cell line: MALME-3M. Drug 1: CCC1=CC2CC(C3=C(CN(C2)C1)C4=CC=CC=C4N3)(C5=C(C=C6C(=C5)C78CCN9C7C(C=CC9)(C(C(C8N6C)(C(=O)OC)O)OC(=O)C)CC)OC)C(=O)OC.C(C(C(=O)O)O)(C(=O)O)O.